Dataset: Forward reaction prediction with 1.9M reactions from USPTO patents (1976-2016). Task: Predict the product of the given reaction. (1) Given the reactants [Cl:1][C:2]1[CH:7]=[CH:6][C:5]([NH:8][C:9]([NH:11][C:12]2[CH:17]=[CH:16][C:15]([O:18][C:19]3[CH:24]=[CH:23][N:22]=[C:21]([C:25]#[N:26])[CH:20]=3)=[CH:14][CH:13]=2)=[O:10])=[CH:4][C:3]=1[C:27]([F:30])([F:29])[F:28].[N-:31]=[N+:32]=[N-:33].[Na+].Cl.C(N(CC)CC)C, predict the reaction product. The product is: [Cl:1][C:2]1[CH:7]=[CH:6][C:5]([NH:8][C:9]([NH:11][C:12]2[CH:17]=[CH:16][C:15]([O:18][C:19]3[CH:24]=[CH:23][N:22]=[C:21]([C:25]4[NH:33][N:32]=[N:31][N:26]=4)[CH:20]=3)=[CH:14][CH:13]=2)=[O:10])=[CH:4][C:3]=1[C:27]([F:30])([F:28])[F:29]. (2) Given the reactants [O:1]1[CH:5]=[CH:4][CH:3]=[C:2]1[C:6]1[O:7][C:8]([CH3:34])=[C:9]([CH2:11][O:12][C:13]2[CH:33]=[CH:32][C:16]([CH2:17][O:18][C:19]3[C:23]([CH:24]=O)=[CH:22][N:21]([C:26]4[CH:31]=[CH:30][CH:29]=[CH:28][CH:27]=4)[N:20]=3)=[CH:15][CH:14]=2)[N:10]=1.[CH2:35](P(=O)(OCC)OCC)[P:36](=[O:43])([O:40][CH2:41][CH3:42])[O:37][CH2:38][CH3:39].CN(C)C=O.[H-].[Na+], predict the reaction product. The product is: [O:1]1[CH:5]=[CH:4][CH:3]=[C:2]1[C:6]1[O:7][C:8]([CH3:34])=[C:9]([CH2:11][O:12][C:13]2[CH:14]=[CH:15][C:16]([CH2:17][O:18][C:19]3[C:23](/[CH:24]=[CH:35]/[P:36](=[O:43])([O:40][CH2:41][CH3:42])[O:37][CH2:38][CH3:39])=[CH:22][N:21]([C:26]4[CH:31]=[CH:30][CH:29]=[CH:28][CH:27]=4)[N:20]=3)=[CH:32][CH:33]=2)[N:10]=1. (3) Given the reactants Cl[C:2]1[CH:3]=[C:4]2[C:9](=[CH:10][CH:11]=1)[N:8]=[CH:7][CH:6]=[C:5]2[O:12][CH3:13].CC(C)([O-])C.[K+].[CH3:20][C:21]1[N:26]=[C:25]([C:27](=[O:29])[CH3:28])[CH:24]=[CH:23][CH:22]=1.C(O)(=O)C, predict the reaction product. The product is: [CH3:13][O:12][C:5]1[C:4]2[C:9](=[CH:10][CH:11]=[C:2]([CH2:28][C:27]([C:25]3[CH:24]=[CH:23][CH:22]=[C:21]([CH3:20])[N:26]=3)=[O:29])[CH:3]=2)[N:8]=[CH:7][CH:6]=1.